This data is from Catalyst prediction with 721,799 reactions and 888 catalyst types from USPTO. The task is: Predict which catalyst facilitates the given reaction. (1) Reactant: [NH2:1][C:2]1[CH:7]=[CH:6][C:5]([S:8]([NH:11][C:12]2[CH:13]=[CH:14][C:15]3[CH2:19][O:18][B:17]([OH:20])[C:16]=3[CH:21]=2)(=[O:10])=[O:9])=[CH:4][CH:3]=1.N1C=CC=CC=1.[CH3:28][S:29](Cl)(=[O:31])=[O:30]. Product: [OH:20][B:17]1[C:16]2[CH:21]=[C:12]([NH:11][S:8]([C:5]3[CH:6]=[CH:7][C:2]([NH:1][S:29]([CH3:28])(=[O:31])=[O:30])=[CH:3][CH:4]=3)(=[O:9])=[O:10])[CH:13]=[CH:14][C:15]=2[CH2:19][O:18]1. The catalyst class is: 2. (2) Reactant: CC(C)([O-])C.[K+].C(O[C:10](=[O:16])[C:11]([O:13][CH2:14][CH3:15])=[O:12])C.[CH:17]1([C:22](=[O:24])[CH3:23])[CH2:21][CH2:20][CH2:19][CH2:18]1.Cl. Product: [CH:17]1([C:22](=[O:24])[CH2:23][C:10](=[O:16])[C:11]([O:13][CH2:14][CH3:15])=[O:12])[CH2:21][CH2:20][CH2:19][CH2:18]1. The catalyst class is: 680. (3) Product: [OH:39][C:1]1[C:2]2[C:35](=[CH:36][N:12]=[CH:10][CH:11]=2)[N:34]([CH2:33][C:32]2[CH:18]=[CH:28][CH:29]=[CH:30][CH:31]=2)[C:4](=[O:5])[C:3]=1[C:7]([NH:22][CH2:23][C:24]([OH:26])=[O:25])=[O:8]. The catalyst class is: 2. Reactant: [CH2:1]([CH:3]([C:7](Cl)=[O:8])[C:4](Cl)=[O:5])[CH3:2].[CH2:10]([N:12](CC)CC)[CH3:11].[O-][CH2:18]C.[Na+].[Na+].[NH2:22][CH2:23][C:24]([O-:26])=[O:25].N12C[CH2:36][CH2:35][N:34]=[C:33]1[CH2:32][CH2:31][CH2:30][CH2:29][CH2:28]2.Cl.[OH2:39]. (4) Reactant: [NH:1]([CH:3]1[CH2:8][CH2:7][N:6]([C:9]([O:11][CH2:12][C:13]2[CH:18]=[CH:17][CH:16]=[CH:15][CH:14]=2)=[O:10])[CH2:5][CH2:4]1)[NH2:2].O.[F:20][C:21]([F:25])([F:24])[CH:22]=O. Product: [F:20][C:21]([F:25])([F:24])[CH:22]=[N:2][NH:1][CH:3]1[CH2:4][CH2:5][N:6]([C:9]([O:11][CH2:12][C:13]2[CH:18]=[CH:17][CH:16]=[CH:15][CH:14]=2)=[O:10])[CH2:7][CH2:8]1. The catalyst class is: 14. (5) Reactant: [Br:1][C:2]1[CH:11]=[CH:10][C:5]([C:6]([NH:8][NH2:9])=[O:7])=[C:4]([O:12][CH3:13])[CH:3]=1.[C:14]([NH:17][CH2:18][C:19](O)=[O:20])(=[O:16])[CH3:15].C(N(CC)CC)C.C(P1(=O)OP(CCC)(=O)OP(CCC)(=O)O1)CC. Product: [Br:1][C:2]1[CH:11]=[CH:10][C:5]([C:6]([NH:8][NH:9][C:19](=[O:20])[CH2:18][NH:17][C:14](=[O:16])[CH3:15])=[O:7])=[C:4]([O:12][CH3:13])[CH:3]=1. The catalyst class is: 1.